From a dataset of Reaction yield outcomes from USPTO patents with 853,638 reactions. Predict the reaction yield, written as a fraction of the theoretical maximum amount of product (1.0 means a 100% yield; for example, 0.34 means a 34% yield). (1) The reactants are ClC1C=C([C:9]2[N:13]3[C:14]4[N:22]=[C:21]([O:23][CH3:24])[CH:20]=[CH:19][C:15]=4[N:16]=[C:17]([CH3:18])[C:12]3=[C:11]([CH3:25])[N:10]=2)C=C(Cl)C=1.CCN(CC)CC.[CH3:33][O:34][C:35]1[CH:36]=[C:37]([C:41]#[CH:42])[CH:38]=[CH:39][CH:40]=1. The catalyst is Cl[Pd](Cl)([P](C1C=CC=CC=1)(C1C=CC=CC=1)C1C=CC=CC=1)[P](C1C=CC=CC=1)(C1C=CC=CC=1)C1C=CC=CC=1.[Cu]I.CN(C=O)C. The product is [CH3:24][O:23][C:21]1[CH:20]=[CH:19][C:15]2[N:16]=[C:17]([CH3:18])[C:12]3[N:13]([C:9]([C:42]#[C:41][C:37]4[CH:38]=[CH:39][CH:40]=[C:35]([O:34][CH3:33])[CH:36]=4)=[N:10][C:11]=3[CH3:25])[C:14]=2[N:22]=1. The yield is 0.840. (2) The reactants are [NH2:1][CH2:2][CH2:3][NH:4][C:5](=[O:11])[O:6][C:7]([CH3:10])([CH3:9])[CH3:8].[OH:12][C:13]1[CH:22]=[C:21]2[C:16]([CH:17]=[C:18]([CH:24]=[CH:25][C:26](O)=[O:27])[C:19](=[O:23])[O:20]2)=[CH:15][CH:14]=1.C(N(CC)C(C)C)(C)C.OC1C2N=NNC=2C=CC=1. The catalyst is CN(C)C=O.C(Cl)CCl. The product is [OH:12][C:13]1[CH:22]=[C:21]2[C:16]([CH:17]=[C:18]([CH:24]=[CH:25][C:26]([NH:1][CH2:2][CH2:3][NH:4][C:5](=[O:11])[O:6][C:7]([CH3:8])([CH3:10])[CH3:9])=[O:27])[C:19](=[O:23])[O:20]2)=[CH:15][CH:14]=1. The yield is 0.910. (3) The reactants are [Cl:1][C:2]1[CH:7]=[C:6]2[CH2:8][O:9][C:10]3[CH:34]=[C:33]4[C:13]([CH2:14][CH2:15][C:16]5[N:20]=[C:19]([CH:21]6[CH2:25][CH2:24][CH2:23][N:22]6[C:26]([O:28][C:29]([CH3:32])([CH3:31])[CH3:30])=[O:27])[NH:18][C:17]=54)=[CH:12][C:11]=3[C:5]2=[CH:4][CH:3]=1. The catalyst is ClCCl.C(OCC)(=O)C.[O-2].[Mn+4].[O-2]. The product is [Cl:1][C:2]1[CH:7]=[C:6]2[CH2:8][O:9][C:10]3[CH:34]=[C:33]4[C:13]([CH:14]=[CH:15][C:16]5[N:20]=[C:19]([CH:21]6[CH2:25][CH2:24][CH2:23][N:22]6[C:26]([O:28][C:29]([CH3:30])([CH3:31])[CH3:32])=[O:27])[NH:18][C:17]=54)=[CH:12][C:11]=3[C:5]2=[CH:4][CH:3]=1. The yield is 0.810. (4) The reactants are [CH3:1][N:2]1[C:6]2[N:7]=[CH:8][N:9]([CH2:12][C:13]([F:16])([F:15])[F:14])[C:10](=[O:11])[C:5]=2[C:4]([C:17]2[CH:22]=[CH:21][CH:20]=[CH:19][CH:18]=2)=[CH:3]1.[Br:23]Br. The catalyst is CN(C=O)C. The product is [Br:23][C:3]1[N:2]([CH3:1])[C:6]2[N:7]=[CH:8][N:9]([CH2:12][C:13]([F:14])([F:16])[F:15])[C:10](=[O:11])[C:5]=2[C:4]=1[C:17]1[CH:22]=[CH:21][CH:20]=[CH:19][CH:18]=1. The yield is 0.940. (5) The reactants are C([O:3][C:4](=[O:32])[CH2:5][CH2:6][C:7]1[CH:12]=[CH:11][CH:10]=[C:9]([N:13]2[C:17]([NH:18][C:19](=[O:27])[C:20]3[CH:25]=[CH:24][C:23]([Cl:26])=[CH:22][CH:21]=3)=[CH:16][C:15]([C:28]([CH3:31])([CH3:30])[CH3:29])=[N:14]2)[CH:8]=1)C.[Li+].[OH-]. The catalyst is CO. The product is [C:28]([C:15]1[CH:16]=[C:17]([NH:18][C:19](=[O:27])[C:20]2[CH:21]=[CH:22][C:23]([Cl:26])=[CH:24][CH:25]=2)[N:13]([C:9]2[CH:8]=[C:7]([CH2:6][CH2:5][C:4]([OH:32])=[O:3])[CH:12]=[CH:11][CH:10]=2)[N:14]=1)([CH3:31])([CH3:29])[CH3:30]. The yield is 0.870. (6) The reactants are [F:1][C:2]1[CH:31]=[C:30]([F:32])[CH:29]=[CH:28][C:3]=1[CH2:4][N:5]1[C:10](=[O:11])[CH:9]=[CH:8][C:7]([CH2:12][C:13]2[C:21]3[C:16](=[CH:17][CH:18]=[CH:19][CH:20]=3)[N:15]([CH2:22][C:23]([O:25]C)=[O:24])[C:14]=2[CH3:27])=[CH:6]1.O.[OH-].[Li+]. No catalyst specified. The product is [F:1][C:2]1[CH:31]=[C:30]([F:32])[CH:29]=[CH:28][C:3]=1[CH2:4][N:5]1[C:10](=[O:11])[CH:9]=[CH:8][C:7]([CH2:12][C:13]2[C:21]3[C:16](=[CH:17][CH:18]=[CH:19][CH:20]=3)[N:15]([CH2:22][C:23]([OH:25])=[O:24])[C:14]=2[CH3:27])=[CH:6]1. The yield is 0.290. (7) The catalyst is O1CCCC1. The product is [O:1]1[CH2:5][CH2:4][O:3][CH:2]1[C:6]1[S:7][C:8]([C:25]([OH:27])([CH3:26])[CH:24]([O:28][CH3:29])[O:23][CH3:22])=[CH:9][N:10]=1. The yield is 0.900. The reactants are [O:1]1[CH2:5][CH2:4][O:3][CH:2]1[C:6]1[S:7][CH:8]=[CH:9][N:10]=1.CCCCCC.C([Li])CCC.[CH3:22][O:23][CH:24]([O:28][CH3:29])[C:25](=[O:27])[CH3:26].C(O)(=O)CC(CC(O)=O)(C(O)=O)O.